This data is from Forward reaction prediction with 1.9M reactions from USPTO patents (1976-2016). The task is: Predict the product of the given reaction. Given the reactants C[N:2](C)/[C:3](/[CH3:14])=[CH:4]/[C:5]([C:7]1[CH:12]=[CH:11][C:10]([CH3:13])=[CH:9][CH:8]=1)=O.[NH:16]([C:18]1[CH:19]=[C:20]([CH:23]=[CH:24][N:25]=1)[C:21]#[N:22])N.CC(O)=O, predict the reaction product. The product is: [CH3:14][C:3]1[CH:4]=[C:5]([C:7]2[CH:12]=[CH:11][C:10]([CH3:13])=[CH:9][CH:8]=2)[N:16]([C:18]2[CH:19]=[C:20]([C:21]#[N:22])[CH:23]=[CH:24][N:25]=2)[N:2]=1.